This data is from Reaction yield outcomes from USPTO patents with 853,638 reactions. The task is: Predict the reaction yield, written as a fraction of the theoretical maximum amount of product (1.0 means a 100% yield; for example, 0.34 means a 34% yield). (1) The product is [C:28]([C:30]1[CH:31]=[C:32]([CH:40]([CH2:44][CH:45]2[CH2:46][CH2:47][CH2:48][CH2:49]2)[C:41]([NH:50][C:51]2[S:52][CH:53]=[CH:54][N:55]=2)=[O:43])[CH:33]=[CH:34][C:35]=1[S:36]([CH3:39])(=[O:38])=[O:37])#[N:29]. The reactants are C1(P(C2C=CC=CC=2)C2C=CC=CC=2)C=CC=CC=1.BrN1C(=O)CCC1=O.[C:28]([C:30]1[CH:31]=[C:32]([CH:40]([CH2:44][CH:45]2[CH2:49][CH2:48][CH2:47][CH2:46]2)[C:41]([OH:43])=O)[CH:33]=[CH:34][C:35]=1[S:36]([CH3:39])(=[O:38])=[O:37])#[N:29].[NH2:50][C:51]1[S:52][CH:53]=[CH:54][N:55]=1. The yield is 0.930. The catalyst is C(Cl)Cl. (2) The reactants are I[C:2]1[CH:3]=[N:4][N:5]([CH3:10])[C:6]=1[C:7](O)=[O:8].[CH2:11]([C:18]1[CH:24]=[CH:23][C:21]([NH2:22])=[CH:20][CH:19]=1)[C:12]1[CH:17]=[CH:16][CH:15]=[CH:14][CH:13]=1. The yield is 0.500. The product is [CH2:11]([C:18]1[CH:19]=[CH:20][C:21]2[NH:22][C:2]3[CH:3]=[N:4][N:5]([CH3:10])[C:6]=3[C:7](=[O:8])[C:23]=2[CH:24]=1)[C:12]1[CH:13]=[CH:14][CH:15]=[CH:16][CH:17]=1. The catalyst is C(=O)([O-])[O-].[Na+].[Na+].CS(C)=O.[Cu].